Task: Predict the product of the given reaction.. Dataset: Forward reaction prediction with 1.9M reactions from USPTO patents (1976-2016) (1) Given the reactants ClC1C=CC(C(C2C=CC(Cl)=CC=2)N2CC([C:13]([C:15]3[CH:20]=[C:19]([F:21])[CH:18]=[C:17]([F:22])[CH:16]=3)=[O:14])C2)=CC=1.ClC1C=CC(C(C2C=CC(Cl)=CC=2)N2CC(C(C3C=CC(F)=C(F)C=3)=O)C2)=CC=1.CO[N-]C.ClC1C=CC(C(C2C=CC(Cl)=CC=2)N2CC(C(O)=O)C2)=CC=1.BrC1C=C(F)C=C(F)C=1.[Mg], predict the reaction product. The product is: [F:21][C:19]1[CH:20]=[C:15]([CH:13]=[O:14])[CH:16]=[C:17]([F:22])[CH:18]=1. (2) Given the reactants [CH3:1][N:2]1[CH2:7][C:6]([CH3:8])=[C:5]([C:9]2[CH:14]=[CH:13][CH:12]=[C:11]([O:15][CH3:16])[CH:10]=2)[CH2:4][CH2:3]1.[Li]C(CC)C.C1CCCCC1.N#N.O1C[CH:31]1[CH2:33][CH2:34][O:35][CH:36]1[CH2:41][CH2:40][CH2:39][CH2:38][O:37]1.C1C[O:45]CC1, predict the reaction product. The product is: [CH3:16][O:15][C:11]1[CH:10]=[C:9]([C:5]23[CH:6]([CH3:8])[CH:7]([N:2]([CH3:1])[CH2:3][CH2:4]2)[O:45][CH:33]([CH2:34][O:35][CH:36]2[CH2:41][CH2:40][CH2:39][CH2:38][O:37]2)[CH2:31]3)[CH:14]=[CH:13][CH:12]=1. (3) Given the reactants [CH2:1]([O:3][C:4](=[O:20])[C:5]([O:8][C:9]1[CH:14]=[CH:13][C:12]([CH:15]([NH2:18])[CH2:16][CH3:17])=[CH:11][C:10]=1[CH3:19])([CH3:7])[CH3:6])[CH3:2].[F:21][C:22]([F:39])([F:38])[C:23]1[CH:28]=[CH:27][C:26]([C:29]2[CH:34]=[CH:33][C:32]([C:35](O)=[O:36])=[CH:31][CH:30]=2)=[CH:25][CH:24]=1, predict the reaction product. The product is: [CH2:1]([O:3][C:4](=[O:20])[C:5]([CH3:6])([O:8][C:9]1[CH:14]=[CH:13][C:12]([CH:15]([NH:18][C:35]([C:32]2[CH:31]=[CH:30][C:29]([C:26]3[CH:27]=[CH:28][C:23]([C:22]([F:21])([F:38])[F:39])=[CH:24][CH:25]=3)=[CH:34][CH:33]=2)=[O:36])[CH2:16][CH3:17])=[CH:11][C:10]=1[CH3:19])[CH3:7])[CH3:2]. (4) Given the reactants C([O-])([O-])=O.[K+].[K+].[CH2:7]([N:14]([CH:42]([CH:44]1[CH2:46][CH2:45]1)[CH3:43])C(=O)CN1C(=O)[C@]2(C3C(=CC(NC(C4C=NOC=4C)=O)=CC=3)CC2)NC1=O)[C:8]1[CH:13]=[CH:12][CH:11]=[CH:10][CH:9]=1.C[N:48]([CH:50]=O)[CH3:49], predict the reaction product. The product is: [NH:48]1[C:49]2[C:10](=[CH:9][C:8]([CH2:7][NH:14][CH:42]([CH:44]3[CH2:45][CH2:46]3)[CH3:43])=[CH:13][CH:12]=2)[CH:11]=[CH:50]1. (5) Given the reactants O1CCOCC1.Cl.[NH2:8][C:9]([NH2:11])=[NH:10].[OH-].[Na+].[CH2:14]([O:21][C:22](Cl)=[O:23])[C:15]1[CH:20]=[CH:19][CH:18]=[CH:17][CH:16]=1, predict the reaction product. The product is: [C:22]([NH:10][C:9]([NH2:11])=[NH:8])([O:21][CH2:14][C:15]1[CH:20]=[CH:19][CH:18]=[CH:17][CH:16]=1)=[O:23]. (6) Given the reactants Br[CH2:2][C:3]([C:5]1[C:10](=[O:11])[NH:9][C:8]([CH3:12])=[C:7]([C:13]([O:15][CH2:16][CH3:17])=[O:14])[CH:6]=1)=O.[C:18]([S:22]([CH2:25][C:26]([NH2:28])=[S:27])(=[O:24])=[O:23])([CH3:21])([CH3:20])[CH3:19], predict the reaction product. The product is: [C:18]([S:22]([CH2:25][C:26]1[S:27][CH:2]=[C:3]([C:5]2[C:10](=[O:11])[NH:9][C:8]([CH3:12])=[C:7]([C:13]([O:15][CH2:16][CH3:17])=[O:14])[CH:6]=2)[N:28]=1)(=[O:24])=[O:23])([CH3:21])([CH3:19])[CH3:20]. (7) The product is: [CH2:1]([O:5][C:6]1[CH:7]=[C:8]([CH:9]=[C:10]([S:12]([C:15]2[CH:20]=[CH:19][CH:18]=[C:17]([O:21][C:22]([F:25])([F:23])[F:24])[CH:16]=2)(=[O:14])=[O:13])[CH:11]=1)[NH2:26])[CH:2]([CH3:4])[CH3:3]. Given the reactants [CH2:1]([O:5][C:6]1[CH:11]=[C:10]([S:12]([C:15]2[CH:20]=[CH:19][CH:18]=[C:17]([O:21][C:22]([F:25])([F:24])[F:23])[CH:16]=2)(=[O:14])=[O:13])[CH:9]=[C:8]([N+:26]([O-])=O)[CH:7]=1)[CH:2]([CH3:4])[CH3:3].[NH4+].[Cl-], predict the reaction product. (8) Given the reactants Cl.[NH2:2][CH2:3][C:4]1[CH:13]=[CH:12][CH:11]=[C:10]2[C:5]=1[C:6](=[O:23])[N:7]([CH:15]1[CH2:20][CH2:19][C:18](=[O:21])[NH:17][C:16]1=[O:22])[C:8]([CH3:14])=[N:9]2.[Cl:24][C:25]1[CH:33]=[CH:32][C:28]([C:29](Cl)=[O:30])=[CH:27][CH:26]=1.C(N(CC)C(C)C)(C)C, predict the reaction product. The product is: [Cl:24][C:25]1[CH:33]=[CH:32][C:28]([C:29]([NH:2][CH2:3][C:4]2[CH:13]=[CH:12][CH:11]=[C:10]3[C:5]=2[C:6](=[O:23])[N:7]([CH:15]2[CH2:20][CH2:19][C:18](=[O:21])[NH:17][C:16]2=[O:22])[C:8]([CH3:14])=[N:9]3)=[O:30])=[CH:27][CH:26]=1.